From a dataset of Reaction yield outcomes from USPTO patents with 853,638 reactions. Predict the reaction yield, written as a fraction of the theoretical maximum amount of product (1.0 means a 100% yield; for example, 0.34 means a 34% yield). The reactants are [CH3:1][O:2][C:3]([C:5]1[CH:6]=[CH:7][CH:8]=[C:9]2[C:14]=1[N:13]=[CH:12][CH:11]=[CH:10]2)=[O:4].OO.C([O-])(O)=[O:18].[Na+]. The catalyst is CC(O)=O. The product is [CH3:1][O:2][C:3]([C:5]1[CH:6]=[CH:7][CH:8]=[C:9]2[C:14]=1[N:13]=[CH:12][C:11]([OH:18])=[CH:10]2)=[O:4]. The yield is 0.440.